Dataset: Reaction yield outcomes from USPTO patents with 853,638 reactions. Task: Predict the reaction yield, written as a fraction of the theoretical maximum amount of product (1.0 means a 100% yield; for example, 0.34 means a 34% yield). (1) The reactants are [C:1]([Br:5])(Br)(Br)Br.[F:6][C:7]1[CH:12]=[CH:11][N:10]=[C:9]([NH:13][C:14](=[O:20])[O:15][C:16]([CH3:19])([CH3:18])[CH3:17])[C:8]=1CO.C1(P(C2C=CC=CC=2)C2C=CC=CC=2)C=CC=CC=1. The catalyst is C1COCC1. The product is [Br:5][CH2:1][C:8]1[C:9]([NH:13][C:14](=[O:20])[O:15][C:16]([CH3:18])([CH3:17])[CH3:19])=[N:10][CH:11]=[CH:12][C:7]=1[F:6]. The yield is 0.520. (2) The reactants are [CH3:1][C:2]1[C:7]([CH3:8])=[CH:6][C:5]([CH3:9])=[CH:4][C:3]=1[OH:10].Br[CH2:12][C:13]([C:15]1[CH:20]=[CH:19][CH:18]=[C:17]([O:21][CH3:22])[CH:16]=1)=[O:14]. No catalyst specified. The product is [CH3:22][O:21][C:17]1[CH:16]=[C:15]([C:13](=[O:14])[CH2:12][O:10][C:3]2[CH:4]=[C:5]([CH3:9])[CH:6]=[C:7]([CH3:8])[C:2]=2[CH3:1])[CH:20]=[CH:19][CH:18]=1. The yield is 0.880.